Dataset: Reaction yield outcomes from USPTO patents with 853,638 reactions. Task: Predict the reaction yield, written as a fraction of the theoretical maximum amount of product (1.0 means a 100% yield; for example, 0.34 means a 34% yield). (1) The reactants are Br[C:2]1[CH:3]=[C:4]([C:11]#[N:12])[C:5]2[N:6]([CH:8]=[CH:9][N:10]=2)[CH:7]=1.[F:13][C:14]([F:25])([F:24])[C:15]1[CH:20]=[CH:19][C:18](B(O)O)=[CH:17][CH:16]=1. The yield is 0.460. The product is [F:13][C:14]([F:25])([F:24])[C:15]1[CH:20]=[CH:19][C:18]([C:2]2[CH:3]=[C:4]([C:11]#[N:12])[C:5]3[N:6]([CH:8]=[CH:9][N:10]=3)[CH:7]=2)=[CH:17][CH:16]=1. No catalyst specified. (2) The reactants are [S:1]1[C:5]2[CH:6]=[C:7]([NH:10][C:11]3[O:12][CH2:13][C:14](=[O:21])[C:15]=3[C:16]([O:18][CH2:19][CH3:20])=[O:17])[CH:8]=[CH:9][C:4]=2[N:3]=[CH:2]1.[NH:22]1[C:30]2[C:25](=[CH:26][CH:27]=[CH:28][N:29]=2)[C:24]([CH:31]=O)=[CH:23]1.N1CCC[C@H]1C(O)=O. The catalyst is C(O)C. The product is [NH:22]1[C:30]2=[N:29][CH:28]=[CH:27][CH:26]=[C:25]2[C:24]([CH:31]=[C:13]2[O:12][C:11]([NH:10][C:7]3[CH:8]=[CH:9][C:4]4[N:3]=[CH:2][S:1][C:5]=4[CH:6]=3)=[C:15]([C:16]([O:18][CH2:19][CH3:20])=[O:17])[C:14]2=[O:21])=[CH:23]1. The yield is 0.450. (3) The reactants are [Cl:1][C:2]1[CH:3]=[CH:4][C:5]([SH:21])=[C:6]([NH:8][S:9]([C:12]2[O:13][C:14]3[CH:20]=[CH:19][CH:18]=[CH:17][C:15]=3[CH:16]=2)(=[O:11])=[O:10])[CH:7]=1.CC1(C)C2C=CC=CC=2I([C:32]([F:35])([F:34])[F:33])O1. The catalyst is C(Cl)Cl. The product is [Cl:1][C:2]1[CH:3]=[CH:4][C:5]([S:21][C:32]([F:35])([F:34])[F:33])=[C:6]([NH:8][S:9]([C:12]2[O:13][C:14]3[CH:20]=[CH:19][CH:18]=[CH:17][C:15]=3[CH:16]=2)(=[O:11])=[O:10])[CH:7]=1. The yield is 0.940. (4) The reactants are [Cl:1][C:2]1[N:3]=[C:4]([NH:19][CH:20]([CH2:22][CH2:23][CH2:24][O:25][C:26]2[CH:31]=[C:30]([N+:32]([O-])=O)[CH:29]=[CH:28][C:27]=2[N:35]2[CH:39]=[N:38][C:37]([CH3:40])=[N:36]2)[CH3:21])[C:5]2[CH2:10][CH2:9][CH:8]([C:11]3[CH:16]=[CH:15][C:14]([F:17])=[CH:13][C:12]=3[F:18])[C:6]=2[N:7]=1.CO.C1COCC1.[Cl-].[NH4+]. The catalyst is [Fe].O. The product is [NH2:32][C:30]1[CH:29]=[CH:28][C:27]([N:35]2[CH:39]=[N:38][C:37]([CH3:40])=[N:36]2)=[C:26]([CH:31]=1)[O:25][CH2:24][CH2:23][CH2:22][CH:20]([NH:19][C:4]1[C:5]2[CH2:10][CH2:9][CH:8]([C:11]3[CH:16]=[CH:15][C:14]([F:17])=[CH:13][C:12]=3[F:18])[C:6]=2[N:7]=[C:2]([Cl:1])[N:3]=1)[CH3:21]. The yield is 0.810.